This data is from Reaction yield outcomes from USPTO patents with 853,638 reactions. The task is: Predict the reaction yield, written as a fraction of the theoretical maximum amount of product (1.0 means a 100% yield; for example, 0.34 means a 34% yield). (1) The reactants are C(O[N:9]1[CH:14]=[CH:13][CH:12]=[CH:11][C:10]1=[O:15])C1C=CC=CC=1.Br[C:17]1[CH:25]=[C:24]2[C:20]([C:21]3[CH2:33][N:32]4[CH:28]([CH2:29][CH2:30][CH2:31]4)[CH2:27][C:22]=3[N:23]2[CH3:26])=[CH:19][CH:18]=1.BrC1C=C2C([C:39]3[CH2:51][CH2:50][N:49]4[CH:45]([CH2:46]CC4)[C:40]=3N2C)=CC=1.[ClH:52].[CH3:53][OH:54]. The catalyst is CCOCC. The product is [ClH:52].[CH3:26][N:23]1[C:24]2[C:20](=[CH:19][CH:18]=[C:17]([N:9]3[CH:14]=[CH:13][C:12]([O:54][CH2:53][C:51]4[CH:50]=[N:49][C:45]([CH3:46])=[CH:40][CH:39]=4)=[CH:11][C:10]3=[O:15])[CH:25]=2)[C:21]2[CH2:33][N:32]3[CH:28]([CH2:27][C:22]1=2)[CH2:29][CH2:30][CH2:31]3. The yield is 0.640. (2) The reactants are [CH2:1]1[C:13]2[C:12]3[CH:11]=[C:10]([C:14]([O:16][CH3:17])=[O:15])[CH:9]=[CH:8][C:7]=3[NH:6][C:5]=2[CH2:4][CH2:3][N:2]1[C:18](OC(C)(C)C)=O.C(=O)[C:26]1[CH:31]=[CH:30][CH:29]=[CH:28][CH:27]=1.C(O[BH-](OC(=O)C)OC(=O)C)(=O)C.[Na+].C(O)(=O)C.C(=O)(O)[O-].[Na+]. The catalyst is ClCCl.FC(F)(F)C(O)=O.C1COCC1.CO. The product is [CH2:18]([N:2]1[CH2:3][CH2:4][C:5]2[NH:6][C:7]3[CH:8]=[CH:9][C:10]([C:14]([O:16][CH3:17])=[O:15])=[CH:11][C:12]=3[C:13]=2[CH2:1]1)[C:26]1[CH:31]=[CH:30][CH:29]=[CH:28][CH:27]=1. The yield is 0.660. (3) The reactants are [Br:1][C:2]1[CH:7]=[C:6]([O:8][CH3:9])[CH:5]=[C:4]([O:10][CH3:11])[CH:3]=1.[N+:12]([O-])([OH:14])=[O:13]. The catalyst is C(OC(=O)C)(=O)C. The product is [Br:1][C:2]1[CH:3]=[C:4]([O:10][CH3:11])[C:5]([N+:12]([O-:14])=[O:13])=[C:6]([O:8][CH3:9])[CH:7]=1. The yield is 0.250. (4) The yield is 0.800. The catalyst is CO. The reactants are [C:1]1([CH:11]=O)[C:10]2[C:5](=[CH:6][CH:7]=[CH:8][CH:9]=2)[CH:4]=[CH:3][CH:2]=1.[C:13]([C:16]1[S:17][CH:18]=[CH:19][CH:20]=1)(=[O:15])[CH3:14].[OH-].[Na+].CCCCCC.C(OCC)(=O)C. The product is [C:1]1([CH:11]=[CH:14][C:13]([C:16]2[S:17][CH:18]=[CH:19][CH:20]=2)=[O:15])[C:10]2[C:5](=[CH:6][CH:7]=[CH:8][CH:9]=2)[CH:4]=[CH:3][CH:2]=1.